From a dataset of Catalyst prediction with 721,799 reactions and 888 catalyst types from USPTO. Predict which catalyst facilitates the given reaction. (1) Reactant: C(OC(=O)[NH:7][CH:8]1[CH2:13][CH2:12][CH2:11][N:10]([CH2:14][C:15]([F:18])([F:17])[F:16])[CH2:9]1)(C)(C)C.[ClH:20]. Product: [ClH:20].[F:18][C:15]([F:16])([F:17])[CH2:14][N:10]1[CH2:11][CH2:12][CH2:13][CH:8]([NH2:7])[CH2:9]1. The catalyst class is: 12. (2) Reactant: [O:1]1[C:5]2([CH2:10][CH2:9][CH:8]([CH2:11][OH:12])[CH2:7][CH2:6]2)[O:4][CH2:3][CH2:2]1.I[CH2:14][CH2:15][CH3:16].[OH-].[K+].C(OCC)C. Product: [CH2:14]([O:12][CH2:11][CH:8]1[CH2:9][CH2:10][C:5]2([O:4][CH2:3][CH2:2][O:1]2)[CH2:6][CH2:7]1)[CH2:15][CH3:16]. The catalyst class is: 550. (3) Reactant: [Cl:1][C:2]1[CH:7]=[C:6](I)[CH:5]=[CH:4][N:3]=1.[Cl:9][C:10]1[CH:15]=[CH:14][CH:13]=[CH:12][C:11]=1[C:16]1[C:17]([C:21]([O:23][CH2:24][CH3:25])=[O:22])=[CH:18][NH:19][CH:20]=1.CN[C@@H]1CCCC[C@H]1NC.C(=O)([O-])[O-].[K+].[K+]. Product: [Cl:9][C:10]1[CH:15]=[CH:14][CH:13]=[CH:12][C:11]=1[C:16]1[C:17]([C:21]([O:23][CH2:24][CH3:25])=[O:22])=[CH:18][N:19]([C:6]2[CH:5]=[CH:4][N:3]=[C:2]([Cl:1])[CH:7]=2)[CH:20]=1. The catalyst class is: 185.